This data is from Reaction yield outcomes from USPTO patents with 853,638 reactions. The task is: Predict the reaction yield, written as a fraction of the theoretical maximum amount of product (1.0 means a 100% yield; for example, 0.34 means a 34% yield). The reactants are [OH:1][C:2]1[CH:3]=[C:4]([CH:7]=[CH:8][CH:9]=1)[CH2:5][OH:6].[OH-].[K+].[C:12](OC(=O)C)(=[O:14])[CH3:13]. The catalyst is O. The product is [C:12]([O:1][C:2]1[CH:9]=[CH:8][CH:7]=[C:4]([CH2:5][OH:6])[CH:3]=1)(=[O:14])[CH3:13]. The yield is 0.540.